This data is from NCI-60 drug combinations with 297,098 pairs across 59 cell lines. The task is: Regression. Given two drug SMILES strings and cell line genomic features, predict the synergy score measuring deviation from expected non-interaction effect. (1) Drug 1: CC1OCC2C(O1)C(C(C(O2)OC3C4COC(=O)C4C(C5=CC6=C(C=C35)OCO6)C7=CC(=C(C(=C7)OC)O)OC)O)O. Drug 2: CC12CCC3C(C1CCC2O)C(CC4=C3C=CC(=C4)O)CCCCCCCCCS(=O)CCCC(C(F)(F)F)(F)F. Cell line: UACC-257. Synergy scores: CSS=1.83, Synergy_ZIP=-2.10, Synergy_Bliss=-1.85, Synergy_Loewe=-4.06, Synergy_HSA=-2.08. (2) Drug 1: CCC1=CC2CC(C3=C(CN(C2)C1)C4=CC=CC=C4N3)(C5=C(C=C6C(=C5)C78CCN9C7C(C=CC9)(C(C(C8N6C)(C(=O)OC)O)OC(=O)C)CC)OC)C(=O)OC.C(C(C(=O)O)O)(C(=O)O)O. Cell line: PC-3. Synergy scores: CSS=48.0, Synergy_ZIP=10.6, Synergy_Bliss=7.59, Synergy_Loewe=-37.3, Synergy_HSA=5.24. Drug 2: CC1=CC2C(CCC3(C2CCC3(C(=O)C)OC(=O)C)C)C4(C1=CC(=O)CC4)C.